Predict which catalyst facilitates the given reaction. From a dataset of Catalyst prediction with 721,799 reactions and 888 catalyst types from USPTO. (1) Reactant: [C:1]([O:5][C:6](=[O:17])[NH:7][C@@H:8]1[CH2:12][CH2:11][CH2:10][C@H:9]1[C:13]([NH:15][NH2:16])=[O:14])([CH3:4])([CH3:3])[CH3:2].[CH2:18]([O:25][N:26]1[C:32](=[O:33])[N:31]2[CH2:34][C@H:27]1[CH2:28][CH2:29][C@H:30]2[C:35](O)=[O:36])[C:19]1[CH:24]=[CH:23][CH:22]=[CH:21][CH:20]=1.C1C=CC2N(O)N=NC=2C=1.CCN=C=NCCCN(C)C.Cl. Product: [C:1]([O:5][C:6](=[O:17])[NH:7][C@@H:8]1[CH2:12][CH2:11][CH2:10][C@H:9]1[C:13]([NH:15][NH:16][C:35]([C@@H:30]1[CH2:29][CH2:28][C@@H:27]2[CH2:34][N:31]1[C:32](=[O:33])[N:26]2[O:25][CH2:18][C:19]1[CH:24]=[CH:23][CH:22]=[CH:21][CH:20]=1)=[O:36])=[O:14])([CH3:4])([CH3:2])[CH3:3]. The catalyst class is: 64. (2) Reactant: [OH:1][C:2]1[C:24]([O:25][CH3:26])=[CH:23][C:5]2[C:6]3[N:11]([CH:12]([CH:14]([CH3:16])[CH3:15])[CH2:13][C:4]=2[CH:3]=1)[CH:10]=[C:9]([C:17]([O:19][CH2:20][CH3:21])=[O:18])[C:8](=[O:22])[CH:7]=3.Br[CH2:28][C:29]([CH3:33])([CH3:32])[CH2:30][OH:31].C([O-])([O-])=O.[K+].[K+]. Product: [OH:31][CH2:30][C:29]([CH3:33])([CH3:32])[CH2:28][O:1][C:2]1[C:24]([O:25][CH3:26])=[CH:23][C:5]2[C:6]3[N:11]([CH:12]([CH:14]([CH3:16])[CH3:15])[CH2:13][C:4]=2[CH:3]=1)[CH:10]=[C:9]([C:17]([O:19][CH2:20][CH3:21])=[O:18])[C:8](=[O:22])[CH:7]=3. The catalyst class is: 3. (3) Reactant: [Cl:1][C:2]1[C:7]2[N:8]=[CH:9][NH:10][C:6]=2[CH:5]=[C:4]([NH:11][C:12]2[NH:13][CH2:14][CH2:15][N:16]=2)[CH:3]=1.[Br:17]Br.N. Product: [Br:17][C:5]1[C:6]2[NH:10][CH:9]=[N:8][C:7]=2[C:2]([Cl:1])=[CH:3][C:4]=1[NH:11][C:12]1[NH:13][CH2:14][CH2:15][N:16]=1. The catalyst class is: 52. (4) Reactant: Cl[C:2]1[N:3]=[C:4]([NH:13][C:14]2[NH:18][N:17]=[C:16]([CH:19]([CH3:21])[CH3:20])[CH:15]=2)[C:5]2[CH2:10][CH2:9][C:8]([CH3:12])([CH3:11])[C:6]=2[N:7]=1.[NH:22]1[CH2:29][CH2:28][CH2:27][C@H:23]1[C:24]([OH:26])=[O:25].[C:30](O)(C(F)(F)F)=O. Product: [CH:19]([C:16]1[CH:15]=[C:14]([NH:13][C:4]2[C:5]3[CH2:10][CH2:9][C:8]([CH3:12])([CH3:11])[C:6]=3[N:7]=[C:2]([N:22]3[CH2:29][CH2:28][CH2:27][CH:23]3[C:24]([O:26][CH3:30])=[O:25])[N:3]=2)[NH:18][N:17]=1)([CH3:21])[CH3:20]. The catalyst class is: 5. (5) Reactant: [NH2:1][CH2:2][CH2:3][C@H:4]([N:6]1[CH2:11][CH2:10][CH:9]([N:12]([C:21]2[CH:26]=[CH:25][C:24]([O:27][CH3:28])=[CH:23][CH:22]=2)[CH2:13][C:14]2[CH:15]=[N:16][CH:17]=[CH:18][C:19]=2[CH3:20])[CH2:8][CH2:7]1)[CH3:5].[F:29][C:30]1[CH:38]=[C:37]([CH3:39])[C:33]([C:34](O)=[O:35])=[C:32]([CH3:40])[N:31]=1.C1C=CC2N(O)N=NC=2C=1.CCN=C=NCCCN(C)C.CCN(C(C)C)C(C)C. Product: [F:29][C:30]1[CH:38]=[C:37]([CH3:39])[C:33]([C:34]([NH:1][CH2:2][CH2:3][C@H:4]([N:6]2[CH2:7][CH2:8][CH:9]([N:12]([C:21]3[CH:26]=[CH:25][C:24]([O:27][CH3:28])=[CH:23][CH:22]=3)[CH2:13][C:14]3[CH:15]=[N:16][CH:17]=[CH:18][C:19]=3[CH3:20])[CH2:10][CH2:11]2)[CH3:5])=[O:35])=[C:32]([CH3:40])[N:31]=1. The catalyst class is: 163. (6) Reactant: [Cl:1][C:2]1[CH:7]=[C:6]([Cl:8])[CH:5]=[CH:4][C:3]=1[CH:9]1[CH:18]([C:19]([O:21][CH2:22][CH3:23])=[O:20])[C:17]2[C:12](=[CH:13][CH:14]=[CH:15][CH:16]=2)[C:11](=[O:24])[N:10]1[CH:25]1[CH2:30][CH2:29][CH2:28][CH2:27][CH:26]1[NH:31][S:32]([CH3:35])(=[O:34])=[O:33].[H-].[Na+].[CH3:38]I.O. Product: [Cl:1][C:2]1[CH:7]=[C:6]([Cl:8])[CH:5]=[CH:4][C:3]=1[CH:9]1[CH:18]([C:19]([O:21][CH2:22][CH3:23])=[O:20])[C:17]2[C:12](=[CH:13][CH:14]=[CH:15][CH:16]=2)[C:11](=[O:24])[N:10]1[CH:25]1[CH2:30][CH2:29][CH2:28][CH2:27][CH:26]1[N:31]([CH3:38])[S:32]([CH3:35])(=[O:33])=[O:34]. The catalyst class is: 3.